This data is from CYP2D6 inhibition data for predicting drug metabolism from PubChem BioAssay. The task is: Regression/Classification. Given a drug SMILES string, predict its absorption, distribution, metabolism, or excretion properties. Task type varies by dataset: regression for continuous measurements (e.g., permeability, clearance, half-life) or binary classification for categorical outcomes (e.g., BBB penetration, CYP inhibition). Dataset: cyp2d6_veith. The drug is CC1=NN(c2ccccc2)C(=O)/C1=C\c1c(C)[nH]n(-c2ccccc2)c1=O. The result is 0 (non-inhibitor).